Dataset: Catalyst prediction with 721,799 reactions and 888 catalyst types from USPTO. Task: Predict which catalyst facilitates the given reaction. (1) Reactant: C[O:2][C:3](=[O:28])[CH2:4][S:5][C:6]1[C:14]2[C:9](=[CH:10][CH:11]=[C:12]([O:15][CH3:16])[CH:13]=2)[N:8]([S:17]([C:20]2[CH:25]=[CH:24][C:23]([Cl:26])=[C:22]([Cl:27])[CH:21]=2)(=[O:19])=[O:18])[CH:7]=1.[OH-].[K+].Cl. Product: [Cl:27][C:22]1[CH:21]=[C:20]([S:17]([N:8]2[C:9]3[C:14](=[CH:13][C:12]([O:15][CH3:16])=[CH:11][CH:10]=3)[C:6]([S:5][CH2:4][C:3]([OH:28])=[O:2])=[CH:7]2)(=[O:19])=[O:18])[CH:25]=[CH:24][C:23]=1[Cl:26]. The catalyst class is: 1. (2) Reactant: [OH:1][C:2]1[C:11]([O:12]C)=[CH:10][CH:9]=[C:8]2[C:3]=1[CH2:4][CH2:5][N:6](C(OC(C)(C)C)=O)[CH2:7]2.B(Br)(Br)Br. Product: [OH:1][C:2]1[C:11]([OH:12])=[CH:10][CH:9]=[C:8]2[C:3]=1[CH2:4][CH2:5][NH:6][CH2:7]2. The catalyst class is: 4. (3) Reactant: [Si:1]([O:8][C@H:9]1[CH2:18][C:17]([CH3:20])([CH3:19])[CH2:16][C:15]2[N:14]=[C:13]([CH:21]([CH3:23])[CH3:22])[C:12]3[C@@H:24]([C:31]4[CH:36]=[CH:35][C:34]([C:37]([F:40])([F:39])[F:38])=[CH:33][CH:32]=4)[O:25][C:26]4([CH2:30][CH2:29][CH2:28][CH2:27]4)[C:11]=3[C:10]1=2)([C:4]([CH3:7])([CH3:6])[CH3:5])([CH3:3])[CH3:2].ClC1C=CC=C(C(OO)=[O:49])C=1. Product: [Si:1]([O:8][C@H:9]1[CH2:18][C:17]([CH3:19])([CH3:20])[CH2:16][C:15]2[N+:14]([O-:49])=[C:13]([CH:21]([CH3:23])[CH3:22])[C:12]3[C@@H:24]([C:31]4[CH:32]=[CH:33][C:34]([C:37]([F:38])([F:39])[F:40])=[CH:35][CH:36]=4)[O:25][C:26]4([CH2:30][CH2:29][CH2:28][CH2:27]4)[C:11]=3[C:10]1=2)([C:4]([CH3:6])([CH3:7])[CH3:5])([CH3:2])[CH3:3]. The catalyst class is: 22.